From a dataset of Forward reaction prediction with 1.9M reactions from USPTO patents (1976-2016). Predict the product of the given reaction. (1) Given the reactants [F:1][C:2]1[CH:11]=[CH:10][C:9]2[O:8][CH2:7][C:6]3[CH:12]=[C:13]([C:15](Cl)=[O:16])[S:14][C:5]=3[C:4]=2[CH:3]=1.[Br:18][C:19]1[CH:26]=[CH:25][CH:24]=[CH:23][C:20]=1[NH:21][CH3:22].N1C=CC=CC=1, predict the reaction product. The product is: [Br:18][C:19]1[CH:26]=[CH:25][CH:24]=[CH:23][C:20]=1[N:21]([CH3:22])[C:15]([C:13]1[S:14][C:5]2[C:4]3[CH:3]=[C:2]([F:1])[CH:11]=[CH:10][C:9]=3[O:8][CH2:7][C:6]=2[CH:12]=1)=[O:16]. (2) Given the reactants C([O:8][C@H:9]1[C@H:15]([O:16]CC2C=CC=CC=2)[C@@H:14]([O:24]CC2C=CC=CC=2)[C@:13]2([C:33]3[CH:38]=[CH:37][C:36]([Cl:39])=[C:35]([CH2:40][C:41]4[CH:46]=[CH:45][C:44]([O:47][CH2:48][CH3:49])=[C:43]([F:50])[C:42]=4[F:51])[CH:34]=3)[O:32][C@@:10]1([C:52]([OH:55])([CH3:54])[CH3:53])[CH2:11][O:12]2)C1C=CC=CC=1.ClC1C=CC=CC=1Cl, predict the reaction product. The product is: [Cl:39][C:36]1[CH:37]=[CH:38][C:33]([C@@:13]23[O:32][C@@:10]([C:52]([OH:55])([CH3:53])[CH3:54])([CH2:11][O:12]2)[C@@H:9]([OH:8])[C@H:15]([OH:16])[C@H:14]3[OH:24])=[CH:34][C:35]=1[CH2:40][C:41]1[CH:46]=[CH:45][C:44]([O:47][CH2:48][CH3:49])=[C:43]([F:50])[C:42]=1[F:51]. (3) Given the reactants [CH3:1][C:2]1[CH:7]=[CH:6][C:5]([N+:8]([O-])=O)=[CH:4][C:3]=1[N:11]1[CH2:36][CH2:35][C:14]2[N:15]=[C:16]([NH:19][C:20]3[CH:25]=[CH:24][C:23]([C:26]([N:28]4[CH2:33][CH2:32][N:31]([CH3:34])[CH2:30][CH2:29]4)=[O:27])=[CH:22][CH:21]=3)[N:17]=[CH:18][C:13]=2[C:12]1=[O:37].C1COCC1, predict the reaction product. The product is: [NH2:8][C:5]1[CH:6]=[CH:7][C:2]([CH3:1])=[C:3]([N:11]2[CH2:36][CH2:35][C:14]3[N:15]=[C:16]([NH:19][C:20]4[CH:21]=[CH:22][C:23]([C:26]([N:28]5[CH2:29][CH2:30][N:31]([CH3:34])[CH2:32][CH2:33]5)=[O:27])=[CH:24][CH:25]=4)[N:17]=[CH:18][C:13]=3[C:12]2=[O:37])[CH:4]=1. (4) Given the reactants [NH2:1][C@H:2]1[CH2:6][CH2:5][N:4]([C:7]2[CH:8]=[C:9]3[C:14](=[CH:15][C:16]=2[F:17])[CH2:13][N:12]([C:18]([O:20][C:21]([CH3:24])([CH3:23])[CH3:22])=[O:19])[CH2:11][CH2:10]3)[C:3]1=[O:25].[Cl:26][C:27]1[CH:28]=[C:29]2[C:34](=[CH:35][CH:36]=1)[CH:33]=[C:32]([S:37](Cl)(=[O:39])=[O:38])[CH:31]=[CH:30]2, predict the reaction product. The product is: [Cl:26][C:27]1[CH:28]=[C:29]2[C:34](=[CH:35][CH:36]=1)[CH:33]=[C:32]([S:37]([NH:1][CH:2]1[CH2:6][CH2:5][N:4]([C:7]3[CH:8]=[C:9]4[C:14](=[CH:15][C:16]=3[F:17])[CH2:13][N:12]([C:18]([O:20][C:21]([CH3:22])([CH3:24])[CH3:23])=[O:19])[CH2:11][CH2:10]4)[C:3]1=[O:25])(=[O:39])=[O:38])[CH:31]=[CH:30]2.